This data is from Peptide-MHC class I binding affinity with 185,985 pairs from IEDB/IMGT. The task is: Regression. Given a peptide amino acid sequence and an MHC pseudo amino acid sequence, predict their binding affinity value. This is MHC class I binding data. (1) The MHC is HLA-A02:03 with pseudo-sequence HLA-A02:03. The binding affinity (normalized) is 0.0250. The peptide sequence is KTFPPTEPK. (2) The peptide sequence is FLHESDPMV. The MHC is HLA-A02:01 with pseudo-sequence HLA-A02:01. The binding affinity (normalized) is 0.936. (3) The peptide sequence is PLPIHTAELL. The MHC is Patr-A0701 with pseudo-sequence Patr-A0701. The binding affinity (normalized) is 0.0401. (4) The peptide sequence is AMTMFYPGV. The MHC is HLA-A02:06 with pseudo-sequence HLA-A02:06. The binding affinity (normalized) is 0.543. (5) The peptide sequence is WLVIGVAFL. The MHC is HLA-A02:02 with pseudo-sequence HLA-A02:02. The binding affinity (normalized) is 0.913. (6) The peptide sequence is NLFEKFFPS. The MHC is HLA-A02:06 with pseudo-sequence HLA-A02:06. The binding affinity (normalized) is 0.876. (7) The peptide sequence is LLWAARPRL. The binding affinity (normalized) is 0.511. The MHC is HLA-A02:02 with pseudo-sequence HLA-A02:02. (8) The peptide sequence is KELYPLTSL. The MHC is HLA-A02:01 with pseudo-sequence HLA-A02:01. The binding affinity (normalized) is 0.